From a dataset of Catalyst prediction with 721,799 reactions and 888 catalyst types from USPTO. Predict which catalyst facilitates the given reaction. Reactant: [OH:1][C:2]1[CH:7]=[CH:6][C:5]([CH2:8][C:9]([O:11]C)=[O:10])=[CH:4][CH:3]=1.C([O-])([O-])=O.[K+].[K+].[CH3:19][C:20]1([O:23][CH2:22]1)[CH3:21]. Product: [OH:23][C:20]([CH3:22])([CH3:21])[CH2:19][O:1][C:2]1[CH:3]=[CH:4][C:5]([CH2:8][C:9]([OH:11])=[O:10])=[CH:6][CH:7]=1. The catalyst class is: 3.